Dataset: Reaction yield outcomes from USPTO patents with 853,638 reactions. Task: Predict the reaction yield, written as a fraction of the theoretical maximum amount of product (1.0 means a 100% yield; for example, 0.34 means a 34% yield). The reactants are C([NH:8][CH2:9][CH:10]([CH3:25])[C:11]([C:13]1[C:14]([CH:22]([CH3:24])[CH3:23])=[N:15][N:16]2[CH:21]=[CH:20][CH:19]=[CH:18][C:17]=12)=[O:12])C1C=CC=CC=1. The catalyst is CO. The product is [NH2:8][CH2:9][CH:10]([CH3:25])[C:11]([C:13]1[C:14]([CH:22]([CH3:24])[CH3:23])=[N:15][N:16]2[CH:21]=[CH:20][CH:19]=[CH:18][C:17]=12)=[O:12]. The yield is 0.160.